From a dataset of Forward reaction prediction with 1.9M reactions from USPTO patents (1976-2016). Predict the product of the given reaction. (1) Given the reactants [F:1][C:2]1[CH:29]=[CH:28][C:5]([CH2:6][N:7]2[C:15]3[C:10](=[CH:11][CH:12]=[CH:13][CH:14]=3)[C:9]3[CH2:16][CH:17]([C:20]([NH:22][CH2:23][C:24]([O:26]C)=O)=[O:21])[NH:18][CH2:19][C:8]2=3)=[CH:4][CH:3]=1.C1N=CN(C(N2C=NC=C2)=O)C=1.CCN(CC)CC, predict the reaction product. The product is: [F:1][C:2]1[CH:3]=[CH:4][C:5]([CH2:6][N:7]2[C:15]3[CH:14]=[CH:13][CH:12]=[CH:11][C:10]=3[C:9]3[CH2:16][CH:17]4[C:20](=[O:21])[NH:22][CH2:23][C:24](=[O:26])[N:18]4[CH2:19][C:8]2=3)=[CH:28][CH:29]=1. (2) Given the reactants [C:1]1([CH:7]([C:11]2[CH:16]=[CH:15][CH:14]=[CH:13][CH:12]=2)[C:8](Cl)=[O:9])[CH:6]=[CH:5][CH:4]=[CH:3][CH:2]=1.[NH2:17][CH2:18][CH2:19][CH2:20][N:21]1[CH2:26][CH2:25][CH:24]([C:27]2[CH:28]=[C:29]([NH:33][C:34](=[O:40])[CH2:35][C:36]([CH3:39])([CH3:38])[CH3:37])[CH:30]=[CH:31][CH:32]=2)[CH2:23][CH2:22]1, predict the reaction product. The product is: [C:1]1([CH:7]([C:11]2[CH:16]=[CH:15][CH:14]=[CH:13][CH:12]=2)[C:8]([NH:17][CH2:18][CH2:19][CH2:20][N:21]2[CH2:26][CH2:25][CH:24]([C:27]3[CH:28]=[C:29]([NH:33][C:34](=[O:40])[CH2:35][C:36]([CH3:38])([CH3:37])[CH3:39])[CH:30]=[CH:31][CH:32]=3)[CH2:23][CH2:22]2)=[O:9])[CH:6]=[CH:5][CH:4]=[CH:3][CH:2]=1.